This data is from Forward reaction prediction with 1.9M reactions from USPTO patents (1976-2016). The task is: Predict the product of the given reaction. (1) The product is: [CH3:48][N:46]([CH3:47])[C:44]([CH2:43][C:40]1[CH:39]=[CH:38][C:37]([NH:36][C:31]([C:15]2[N:16]([CH:28]([CH3:29])[CH3:30])[C:17]([CH:26]=[O:27])=[C:18]([C:19]3[CH:24]=[CH:23][C:22]([F:25])=[CH:21][CH:20]=3)[C:14]=2[C:11]2[CH:12]=[CH:13][C:8]([F:7])=[CH:9][CH:10]=2)=[O:32])=[CH:42][CH:41]=1)=[O:45]. Given the reactants C(Cl)(=O)C(Cl)=O.[F:7][C:8]1[CH:13]=[CH:12][C:11]([C:14]2[C:18]([C:19]3[CH:24]=[CH:23][C:22]([F:25])=[CH:21][CH:20]=3)=[C:17]([CH:26]=[O:27])[N:16]([CH:28]([CH3:30])[CH3:29])[C:15]=2[C:31](O)=[O:32])=[CH:10][CH:9]=1.N#N.[NH2:36][C:37]1[CH:42]=[CH:41][C:40]([CH2:43][C:44]([N:46]([CH3:48])[CH3:47])=[O:45])=[CH:39][CH:38]=1.C(N(C(C)C)CC)(C)C, predict the reaction product. (2) Given the reactants [N:1]([C:4]1[CH:5]=[C:6]([CH:10]=[CH:11][C:12]=1[CH3:13])[C:7]([OH:9])=[O:8])=[N+:2]=[N-:3].[C:14]([C:16]1[CH:17]=[CH:18][C:19]([CH2:22][N:23]2[CH2:28][CH2:27][O:26][CH2:25][CH2:24]2)=[N:20][CH:21]=1)#[CH:15], predict the reaction product. The product is: [CH3:13][C:12]1[CH:11]=[CH:10][C:6]([C:7]([OH:9])=[O:8])=[CH:5][C:4]=1[N:1]1[CH:15]=[C:14]([C:16]2[CH:21]=[N:20][C:19]([CH2:22][N:23]3[CH2:24][CH2:25][O:26][CH2:27][CH2:28]3)=[CH:18][CH:17]=2)[N:3]=[N:2]1. (3) Given the reactants [CH:1]1([C:4](Cl)=[O:5])[CH2:3][CH2:2]1.[CH2:7]([O:9][C:10]([C:12]1[C:13]2[CH2:21][CH2:20][CH2:19][CH2:18][C:14]=2[S:15][C:16]=1[NH2:17])=[O:11])[CH3:8].Cl, predict the reaction product. The product is: [CH2:7]([O:9][C:10]([C:12]1[C:13]2[CH2:21][CH2:20][CH2:19][CH2:18][C:14]=2[S:15][C:16]=1[NH:17][C:4]([CH:1]1[CH2:3][CH2:2]1)=[O:5])=[O:11])[CH3:8]. (4) Given the reactants [CH3:1][C:2]1[N:3]=[C:4]([C:7]2[CH:8]=[N:9][NH:10][C:11]=2[NH2:12])[O:5][CH:6]=1.[CH3:13][C:14]1[C:18]2[CH:19]=[C:20]([C:23](=O)[CH2:24][C:25](OCC)=[O:26])[CH:21]=[CH:22][C:17]=2[O:16][N:15]=1.CC1C=CC(S(O)(=O)=O)=CC=1, predict the reaction product. The product is: [CH3:13][C:14]1[C:18]2[CH:19]=[C:20]([C:23]3[NH:12][C:11]4[N:10]([N:9]=[CH:8][C:7]=4[C:4]4[O:5][CH:6]=[C:2]([CH3:1])[N:3]=4)[C:25](=[O:26])[CH:24]=3)[CH:21]=[CH:22][C:17]=2[O:16][N:15]=1. (5) Given the reactants [CH2:1]([O:3][C:4](=[O:21])[CH:5]([C:11]([C:14]1[CH:19]=[CH:18][C:17]([Cl:20])=[CH:16][CH:15]=1)([CH3:13])[CH3:12])C(OCC)=O)[CH3:2].[Cl-].[Li+].O.C(OCC)C, predict the reaction product. The product is: [Cl:20][C:17]1[CH:16]=[CH:15][C:14]([C:11]([CH3:12])([CH3:13])[CH2:5][C:4]([O:3][CH2:1][CH3:2])=[O:21])=[CH:19][CH:18]=1. (6) The product is: [CH:1]#[C:2][CH2:3][NH:4][C@H:5]1[C:9]2[CH:10]=[CH:11][CH:12]=[CH:13][C:8]=2[CH2:7][CH2:6]1.[C:14]([O-:22])(=[O:21])[C:15]1[CH:20]=[CH:19][CH:18]=[CH:17][CH:16]=1. Given the reactants [CH:1]#[C:2][CH2:3][NH:4][C@H:5]1[C:9]2[CH:10]=[CH:11][CH:12]=[CH:13][C:8]=2[CH2:7][CH2:6]1.[C:14]([OH:22])(=[O:21])[C:15]1[CH:20]=[CH:19][CH:18]=[CH:17][CH:16]=1, predict the reaction product.